From a dataset of Forward reaction prediction with 1.9M reactions from USPTO patents (1976-2016). Predict the product of the given reaction. (1) Given the reactants [NH:1]1[CH:10]2[CH:5]([CH2:6][CH2:7][CH2:8][CH2:9]2)[CH2:4][CH2:3][CH2:2]1.C(=O)([O-])[O-].[K+].[K+].[Br:17][CH2:18][C:19](Br)=[O:20].O, predict the reaction product. The product is: [Br:17][CH2:18][C:19]([N:1]1[CH:10]2[CH:5]([CH2:6][CH2:7][CH2:8][CH2:9]2)[CH2:4][CH2:3][CH2:2]1)=[O:20]. (2) Given the reactants [C:1]([OH:13])(=[O:12])[CH2:2][C:3]([CH2:8][C:9]([OH:11])=[O:10])([C:5]([OH:7])=[O:6])[OH:4].[C:14](=O)([OH:16])[O-:15].[Na+:18].[H][H], predict the reaction product. The product is: [C:1]([O-:13])(=[O:12])[CH2:2][C:3]([CH2:8][C:9]([O-:11])=[O:10])([C:5]([O-:7])=[O:6])[OH:4].[Na+:18].[Na+:18].[Na+:18].[C:14](=[O:16])=[O:15]. (3) Given the reactants [O:1]1[C:9]2[C:4](=[N:5][C:6]([NH2:10])=[CH:7][CH:8]=2)[CH2:3][CH2:2]1.Br[CH2:12][C:13]([C:15]1[CH:20]=[CH:19][CH:18]=[CH:17][CH:16]=1)=O.C(=O)([O-])[O-].[Na+].[Na+], predict the reaction product. The product is: [C:15]1([C:13]2[N:10]=[C:6]3[CH:7]=[CH:8][C:9]4[O:1][CH2:2][CH2:3][C:4]=4[N:5]3[CH:12]=2)[CH:20]=[CH:19][CH:18]=[CH:17][CH:16]=1.